This data is from Forward reaction prediction with 1.9M reactions from USPTO patents (1976-2016). The task is: Predict the product of the given reaction. (1) Given the reactants C([O:8][CH2:9][C@@H:10]([C:13]1[CH:18]=[CH:17][C:16]([B:19]([OH:21])[OH:20])=[CH:15][C:14]=1[CH3:22])[CH2:11][F:12])C1C=CC=CC=1, predict the reaction product. The product is: [F:12][CH2:11][C@H:10]([C:13]1[CH:18]=[CH:17][C:16]([B:19]([OH:21])[OH:20])=[CH:15][C:14]=1[CH3:22])[CH2:9][OH:8]. (2) Given the reactants [C:1]1([C@@H:7]2[CH2:11][O:10][C:9](=[N:12][C:13]3[CH:14]=[N:15][CH:16]=[CH:17][CH:18]=3)[N:8]2[CH:19]2[CH2:24][CH2:23][NH:22][CH2:21][CH2:20]2)[CH:6]=[CH:5][CH:4]=[CH:3][CH:2]=1.[CH3:25][O:26][C:27](=[O:44])[C:28]1[CH:33]=[CH:32][C:31]([O:34][C:35]2[CH:40]=[CH:39][C:38]([CH:41]=O)=[C:37]([CH3:43])[N:36]=2)=[CH:30][CH:29]=1.[BH-](OC(C)=O)(OC(C)=O)OC(C)=O.[Na+], predict the reaction product. The product is: [CH3:25][O:26][C:27](=[O:44])[C:28]1[CH:33]=[CH:32][C:31]([O:34][C:35]2[CH:40]=[CH:39][C:38]([CH2:41][N:22]3[CH2:23][CH2:24][CH:19]([N:8]4[C@H:7]([C:1]5[CH:2]=[CH:3][CH:4]=[CH:5][CH:6]=5)[CH2:11][O:10][C:9]4=[N:12][C:13]4[CH:14]=[N:15][CH:16]=[CH:17][CH:18]=4)[CH2:20][CH2:21]3)=[C:37]([CH3:43])[N:36]=2)=[CH:30][CH:29]=1. (3) The product is: [ClH:15].[CH:2]([N:1]1[CH2:19][C:17]([CH3:20])([OH:18])[CH2:16]1)([C:3]1[CH:8]=[CH:7][CH:6]=[CH:5][CH:4]=1)[C:9]1[CH:14]=[CH:13][CH:12]=[CH:11][CH:10]=1. Given the reactants [NH2:1][CH:2]([C:9]1[CH:14]=[CH:13][CH:12]=[CH:11][CH:10]=1)[C:3]1[CH:8]=[CH:7][CH:6]=[CH:5][CH:4]=1.[Cl:15][CH2:16][C:17]1([CH3:20])[CH2:19][O:18]1, predict the reaction product.